This data is from Catalyst prediction with 721,799 reactions and 888 catalyst types from USPTO. The task is: Predict which catalyst facilitates the given reaction. (1) Reactant: [CH2:1]([N:3]1[C:12]2[C:7](=[CH:8][N:9]=[C:10]([NH:13][CH2:14][CH2:15][O:16][CH3:17])[CH:11]=2)[CH:6]=[C:5]([C:18]2[C:19]([F:35])=[CH:20][C:21]([F:34])=[C:22]([NH:24][C:25]([NH:27][C:28]3[CH:33]=[CH:32][CH:31]=[CH:30][CH:29]=3)=[O:26])[CH:23]=2)[C:4]1=[O:36])[CH3:2].[CH3:37][S:38]([OH:41])(=[O:40])=[O:39]. Product: [CH3:37][S:38]([OH:41])(=[O:40])=[O:39].[CH2:1]([N:3]1[C:12]2[C:7](=[CH:8][N:9]=[C:10]([NH:13][CH2:14][CH2:15][O:16][CH3:17])[CH:11]=2)[CH:6]=[C:5]([C:18]2[C:19]([F:35])=[CH:20][C:21]([F:34])=[C:22]([NH:24][C:25]([NH:27][C:28]3[CH:29]=[CH:30][CH:31]=[CH:32][CH:33]=3)=[O:26])[CH:23]=2)[C:4]1=[O:36])[CH3:2]. The catalyst class is: 23. (2) Reactant: [F:1][C:2]1[CH:3]=[CH:4][C:5]([C:8]([C:10]2[N:19]=[C:18]([NH:20][C:21]3[CH:25]=[C:24]([CH3:26])[NH:23][N:22]=3)[C:17]3[C:12](=[CH:13][CH:14]=[CH:15][CH:16]=3)[N:11]=2)=[O:9])=[N:6][CH:7]=1.[CH2:27](O)[CH2:28][OH:29].O.C1(C)C=CC(S(O)(=O)=O)=CC=1. Product: [F:1][C:2]1[CH:3]=[CH:4][C:5]([C:8]2([C:10]3[N:19]=[C:18]([NH:20][C:21]4[CH:25]=[C:24]([CH3:26])[NH:23][N:22]=4)[C:17]4[C:12](=[CH:13][CH:14]=[CH:15][CH:16]=4)[N:11]=3)[O:29][CH2:28][CH2:27][O:9]2)=[N:6][CH:7]=1. The catalyst class is: 11.